This data is from Experimentally validated miRNA-target interactions with 360,000+ pairs, plus equal number of negative samples. The task is: Binary Classification. Given a miRNA mature sequence and a target amino acid sequence, predict their likelihood of interaction. (1) The miRNA is hsa-miR-3690 with sequence ACCUGGACCCAGCGUAGACAAAG. The protein sequence of the target gene is MASFGWKRKIGEKVSKVTSQQFEAEAADEKDVVDNDEGNWLHAIKRRKEILLEGCAEKSKQLKDEGASLAENKRYREAIQKWDEALQLTPNDATLYEMKSQVLMSLHEMFPAVHAAEMAVQQNPHSWESWQTLGRAQLGLGEIILAIRSFQVALHIYPMNPEIWKEDLSWARTLQEQQKVAQRIKKSEAPAEVTHFSPKSIPDYDFESDEIVAVCAAIAEKEKTVSANKTMVIVSASGAIETVTEKEDGATPPDGSVFIKAR. Result: 0 (no interaction). (2) The miRNA is hsa-miR-328-3p with sequence CUGGCCCUCUCUGCCCUUCCGU. The protein sequence of the target gene is MVHFCGLLTLHREPVPLKSISVSVNIYEFVAGVSATLNYENEEKVPLEAFFVFPMDEDSAVYSFEALVDGKKIVAELQDKMKARTNYEKAISQGHQAFLLEGDSSSRDVFSCNVGNLQPGSKAAVTLKYVQELPLEADGALRFVLPAVLNPRYQFSGSSKDSCLNVKTPIVPVEDLPYTLSMVATIDSQHGIEKVQSNCPLSPTEYLGEDKTSAQVSLAAGHKFDRDVELLIYYNEVHTPSVVLEMGMPNMKPGHLMGDPSAMVSFYPNIPEDQPSNTCGEFIFLMDRSGSMQSPMSSQD.... Result: 1 (interaction). (3) The miRNA is mmu-miR-182-5p with sequence UUUGGCAAUGGUAGAACUCACACCG. The protein sequence of the target gene is MAELQMLLEEEIPGGRRALFDSYTNLERVADYCENNYIQSPDKQRALEETKAYTTQSLASVAYLINTLANNVLQMLDIQASQLRRMESSINHISQTVDIHKEKVARREIGILTTNKNTSRTHKIIAPANLERPVRYIRKPIDYTILDDIGHGVKVSTQNMKMGGLPRTTPPTQKPPSPPMSGKGTLGRHSPYRTLEPVRPPVVPNDYVPSPTRNMAPSQQSPVRTASVNQRNRTYSSSGSSGGSHPSSRSSSRENSGSGSVGVPIAVPTPSPPSVFPGHPVQFYSMNRPASRHTPPTIGG.... Result: 0 (no interaction). (4) The miRNA is mmu-miR-1912-5p with sequence UGCUCAUUGCAUGGGCUGUGUA. The protein sequence of the target gene is MGANASNYPHSCSPRVGGNSQAQQTFIGTSSYSQQGYGCESKLYSLDHGHEKPQDKKKRTSGLATLKKKFIKRRKSNRSADHAKQMRELLSGWDVRDVNALVEEYEGTSALKELSLQASLARPEARTLQKDMADLYEYKYCTDVDLIFQETCFPVHRAILAARCPFFKTLLSSSPEYGAEIIMDINTAGIDMPMFSALLHYLYTGEFGMEDSRFQNVDILVQLSEEFGTPNSLDVDMRGLFDYMCYYDVVLSFSSDSELVEAFGGNQNCLDEELKAHKAVISARSPFFRNLLQRRIRTGE.... Result: 0 (no interaction). (5) The miRNA is hsa-miR-5088-3p with sequence UCCCUUCUUCCUGGGCCCUCA. The protein sequence of the target gene is MENNLKTCPKEDGDFVSDKIKFKIEEEDDDGIPPDSLERMDFKSEQEDMKQTDSGGERAGLGGTGCSCKPPGKYLSAESEDDYGALFSQYSSTLYDVAMEAVTQSLLSSRNMSSRKKSPAWKHFFISPRDSTKAICMYCVKEFSRGKNEKDLSTSCLMRHVRRAHPTVLIQENGSVSAVSSFPSPSLLLPPQPADAGDLSTILSPIKLVQKVASKIPSPDRITEESVSVVSSEEISSDMSVSEKCGREEALVGSSPHLPALHYDEPAENLAEKSLPLPKSTSGSRRRSAVWKHFYLSPLD.... Result: 0 (no interaction). (6) The miRNA is hsa-miR-15b-5p with sequence UAGCAGCACAUCAUGGUUUACA. The protein sequence of the target gene is MASPSGKGARALEAPGCGPRPLARDLVDSVDDAEGLYVAVERCPLCNTTRRRLTCAKCVQSGDFVYFDGRDRERFIDKKERLSRLKSKQEEFQKEVLKAMEGKWITDQLRWKIMSCKMRIEQLKQTICKGNEEMEKNSEGLLKTKEKNQKLYSRAQRHQEKKEKIQRHNRKLGDLVEKKTIDLRSHYERLANLRRSHILELTSVIFPIEEVKTGVRDPADVSSESDSAMTSSTVSKLAEARRTTYLSGRWVCDDHNGDTSISITGPWISLPNNGDYSAYYSWVEEKKTTQGPDMEQSNPA.... Result: 1 (interaction).